This data is from Forward reaction prediction with 1.9M reactions from USPTO patents (1976-2016). The task is: Predict the product of the given reaction. (1) Given the reactants [NH2:1][C:2]1[CH:6]=[CH:5][NH:4][N:3]=1.C(=O)([O-])[O-].[K+].[K+].Br[C:14]1[CH:15]=[N:16][CH:17]=[CH:18][CH:19]=1, predict the reaction product. The product is: [NH2:1][C:2]1[CH:6]=[CH:5][N:4]([C:14]2[CH:15]=[N:16][CH:17]=[CH:18][CH:19]=2)[N:3]=1. (2) Given the reactants [CH3:1][O:2][C:3]1[CH:12]=[C:11]2[C:6]([CH2:7][CH2:8][CH2:9][CH:10]2[C:13]([OH:15])=O)=[CH:5][CH:4]=1.[O:16]1[C:24]2[C:19](=[CH:20][C:21]([CH2:25][NH:26][C:27]3[CH:32]=[CH:31][C:30]([O:33][CH3:34])=[CH:29][CH:28]=3)=[CH:22][CH:23]=2)[O:18][CH2:17]1, predict the reaction product. The product is: [O:16]1[C:24]2[C:19](=[CH:20][C:21]([CH2:25][N:26]([C:27]3[CH:32]=[CH:31][C:30]([O:33][CH3:34])=[CH:29][CH:28]=3)[C:13]([CH:10]3[C:11]4[C:6](=[CH:5][CH:4]=[C:3]([O:2][CH3:1])[CH:12]=4)[CH2:7][CH2:8][CH2:9]3)=[O:15])=[CH:22][CH:23]=2)[O:18][CH2:17]1. (3) Given the reactants Br[C:2]1[CH:7]=[CH:6][C:5]([C:8]2[N:9]([C:19]3[CH:20]=[N:21][CH:22]=[N:23][CH:24]=3)[CH:10]=[C:11]([C:13]3[CH:18]=[CH:17][CH:16]=[CH:15][N:14]=3)[N:12]=2)=[CH:4][CH:3]=1.[Cl:25][C:26]1[CH:27]=[C:28](B(O)O)[CH:29]=[CH:30][C:31]=1[Cl:32].C(=O)([O-])[O-].[Na+].[Na+].OO, predict the reaction product. The product is: [Cl:25][C:26]1[CH:27]=[C:28]([C:2]2[CH:7]=[CH:6][C:5]([C:8]3[N:9]([C:19]4[CH:20]=[N:21][CH:22]=[N:23][CH:24]=4)[CH:10]=[C:11]([C:13]4[CH:18]=[CH:17][CH:16]=[CH:15][N:14]=4)[N:12]=3)=[CH:4][CH:3]=2)[CH:29]=[CH:30][C:31]=1[Cl:32]. (4) Given the reactants [NH2:1][C:2]1[CH:7]=[C:6]([N:8]2[CH:13]=[CH:12][CH:11]=[CH:10][C:9]2=[O:14])[CH:5]=[CH:4][C:3]=1[N:15]1[CH:19]=[C:18]([CH2:20][NH:21][C:22]([C:24]2[S:25][C:26]([Cl:29])=[CH:27][CH:28]=2)=[O:23])[N:17]=[N:16]1.[O:30]([C:32]#[N:33])[K], predict the reaction product. The product is: [Cl:29][C:26]1[S:25][C:24]([C:22]([NH:21][CH2:20][C:18]2[N:17]=[N:16][N:15]([C:3]3[CH:4]=[CH:5][C:6]([N:8]4[CH:13]=[CH:12][CH:11]=[CH:10][C:9]4=[O:14])=[CH:7][C:2]=3[NH:1][C:32]([NH2:33])=[O:30])[CH:19]=2)=[O:23])=[CH:28][CH:27]=1. (5) Given the reactants [Cl:1][C:2]1[CH:7]=[CH:6][C:5]([C:8]2[N:9]=[CH:10][NH:11][C:12]=2[C:13]2[CH:18]=[CH:17][C:16]([Cl:19])=[CH:15][CH:14]=2)=[CH:4][CH:3]=1.[CH3:20][Si:21]([CH3:28])([CH3:27])[CH2:22][CH2:23][O:24][CH2:25]Cl.[H-].[Na+].C(=O)(O)[O-], predict the reaction product. The product is: [Cl:19][C:16]1[CH:17]=[CH:18][C:13]([C:12]2[N:11]=[CH:10][N:9]([CH2:25][O:24][CH2:23][CH2:22][Si:21]([CH3:28])([CH3:27])[CH3:20])[C:8]=2[C:5]2[CH:4]=[CH:3][C:2]([Cl:1])=[CH:7][CH:6]=2)=[CH:14][CH:15]=1. (6) Given the reactants Br[C:2]1[CH:3]=[CH:4][C:5]2[C:11]3[S:12][C:13]([C:15]4[N:19]([CH2:20][CH3:21])[C:18](=[O:22])[NH:17][N:16]=4)=[CH:14][C:10]=3[CH2:9][CH2:8][O:7][C:6]=2[CH:23]=1.CC1(C)C(C)(C)OB([C:32]2[CH:33]=[N:34][NH:35][CH:36]=2)O1, predict the reaction product. The product is: [NH:34]1[CH:33]=[C:32]([C:2]2[CH:3]=[CH:4][C:5]3[C:11]4[S:12][C:13]([C:15]5[N:19]([CH2:20][CH3:21])[C:18](=[O:22])[NH:17][N:16]=5)=[CH:14][C:10]=4[CH2:9][CH2:8][O:7][C:6]=3[CH:23]=2)[CH:36]=[N:35]1. (7) Given the reactants F[C:2]1[CH:7]=[CH:6][C:5]([F:8])=[CH:4][C:3]=1[NH:9][C:10](=[S:12])[CH3:11].C(=O)([O-])[O-].[Cs+].[Cs+], predict the reaction product. The product is: [F:8][C:5]1[CH:6]=[CH:7][C:2]2[S:12][C:10]([CH3:11])=[N:9][C:3]=2[CH:4]=1. (8) Given the reactants [F:1][CH:2]([F:6])[C:3](=[NH:5])[NH2:4].Cl.[F:8][CH:9]([C:14](OC)=[O:15])[C:10](OC)=[O:11], predict the reaction product. The product is: [F:1][CH:2]([F:6])[C:3]1[NH:4][C:14]([OH:15])=[C:9]([F:8])[C:10](=[O:11])[N:5]=1.